From a dataset of Full USPTO retrosynthesis dataset with 1.9M reactions from patents (1976-2016). Predict the reactants needed to synthesize the given product. (1) Given the product [NH2:4][C:5]1[CH:6]=[C:7]([N:16]2[CH2:17][CH2:18][N:19]([C:22]([O:24][C:25]([CH3:28])([CH3:27])[CH3:26])=[O:23])[CH2:20][CH2:21]2)[CH:8]=[CH:9][C:10]=1[CH2:11][NH2:12], predict the reactants needed to synthesize it. The reactants are: C([NH:4][C:5]1[CH:6]=[C:7]([N:16]2[CH2:21][CH2:20][N:19]([C:22]([O:24][C:25]([CH3:28])([CH3:27])[CH3:26])=[O:23])[CH2:18][CH2:17]2)[CH:8]=[CH:9][C:10]=1[CH2:11][NH:12]C(=O)C)(=O)C.[OH-].[K+]. (2) Given the product [CH3:1][N:2]1[CH2:14][CH2:13][C:5]2[N:6]([CH2:16][CH2:15][C:17]3[CH:22]=[CH:21][N:20]=[CH:19][CH:18]=3)[C:7]3[CH:8]=[CH:9][CH:10]=[CH:11][C:12]=3[C:4]=2[CH2:3]1, predict the reactants needed to synthesize it. The reactants are: [CH3:1][N:2]1[CH2:14][CH2:13][C:5]2[NH:6][C:7]3[CH:8]=[CH:9][CH:10]=[CH:11][C:12]=3[C:4]=2[CH2:3]1.[CH:15]([C:17]1[CH:22]=[CH:21][N:20]=[CH:19][CH:18]=1)=[CH2:16].[Na].FC(F)(F)C([O-])=O. (3) Given the product [Cl:27][C:22]1[CH:21]=[C:20]([CH2:19][CH2:18][C:17]([OH:28])=[O:16])[CH:25]=[CH:24][C:23]=1[O:26][CH2:2][C:3]1[CH:8]=[CH:7][CH:6]=[C:5]([S:9][CH2:10][CH:11]2[CH2:13][CH2:12]2)[N:4]=1, predict the reactants needed to synthesize it. The reactants are: Cl[CH2:2][C:3]1[CH:8]=[CH:7][CH:6]=[C:5]([S:9][CH2:10][CH:11]2[CH2:13][CH2:12]2)[N:4]=1.C([O:16][C:17](=[O:28])[CH2:18][CH2:19][C:20]1[CH:25]=[CH:24][C:23]([OH:26])=[C:22]([Cl:27])[CH:21]=1)C. (4) Given the product [CH2:1]([C:8]1[C:20]([C:21]2[CH:22]=[C:23]([OH:27])[CH:24]=[CH:25][CH:26]=2)=[C:11]2[N:12]=[CH:13][CH:14]=[C:15]([C:16]([F:19])([F:18])[F:17])[N:10]2[N:9]=1)[C:2]1[CH:7]=[CH:6][CH:5]=[CH:4][CH:3]=1, predict the reactants needed to synthesize it. The reactants are: [CH2:1]([C:8]1[C:20]([C:21]2[CH:26]=[CH:25][CH:24]=[C:23]([O:27]C)[CH:22]=2)=[C:11]2[N:12]=[CH:13][CH:14]=[C:15]([C:16]([F:19])([F:18])[F:17])[N:10]2[N:9]=1)[C:2]1[CH:7]=[CH:6][CH:5]=[CH:4][CH:3]=1.B(F)(F)F.S(C)C.O.CO. (5) The reactants are: C(NCC1SC(C2C=C3C(=C(C(N)=O)C=2)NC=C3[CH:22]2[CH2:27]C[N:25](S(CC)(=O)=O)[CH2:24][CH2:23]2)=CC=1)C.[CH:33]([C:35]1[S:39][C:38]([B:40]([OH:42])[OH:41])=[CH:37][CH:36]=1)=O.C1(CN)CC1.[BH3-]C#N.[Na+]. Given the product [CH:23]1([CH2:24][NH:25][CH2:33][C:35]2[S:39][C:38]([B:40]([OH:42])[OH:41])=[CH:37][CH:36]=2)[CH2:22][CH2:27]1, predict the reactants needed to synthesize it. (6) Given the product [CH:10]([O:1][CH:2]([CH3:9])[C:3]([O:5][CH2:6][CH:7]=[CH2:8])=[O:4])=[O:11], predict the reactants needed to synthesize it. The reactants are: [OH:1][CH:2]([CH3:9])[C:3]([O:5][CH2:6][CH:7]=[CH2:8])=[O:4].[CH:10](O)=[O:11].CNC1(NC)C=CN=CC1.C1(N=C=NC2CCCCC2)CCCCC1.